This data is from Forward reaction prediction with 1.9M reactions from USPTO patents (1976-2016). The task is: Predict the product of the given reaction. (1) Given the reactants [CH2:1]([N:5]1[CH:10]=[CH:9][C:8]([N:11]2[CH2:16][CH2:15][CH:14]([C:17]3[CH:22]=[CH:21][CH:20]=[CH:19][CH:18]=3)[CH2:13][CH2:12]2)=[CH:7][C:6]1=[O:23])[CH2:2][CH2:3][CH3:4].[Cl:24]N1C(=O)CCC1=O, predict the reaction product. The product is: [CH2:1]([N:5]1[CH:10]=[CH:9][C:8]([N:11]2[CH2:12][CH2:13][CH:14]([C:17]3[CH:18]=[CH:19][CH:20]=[CH:21][CH:22]=3)[CH2:15][CH2:16]2)=[C:7]([Cl:24])[C:6]1=[O:23])[CH2:2][CH2:3][CH3:4]. (2) Given the reactants [CH2:1]([C@@H:8]1[CH2:12][O:11][C:10](=[O:13])[NH:9]1)[C:2]1[CH:7]=[CH:6][CH:5]=[CH:4][CH:3]=1.[Li][CH2:15][CH2:16][CH2:17]C.[C:19](Cl)(=[O:22])[CH2:20][CH3:21].[Cl-].[NH4+].[CH2:26]1[CH2:30]O[CH2:28][CH2:27]1, predict the reaction product. The product is: [CH2:1]([C@@H:8]1[CH2:12][O:11][C:10](=[O:13])[N:9]1[C:19](=[O:22])[CH2:20][CH2:21][C:26]1[CH:30]=[CH:15][C:16]([CH3:17])=[CH:28][CH:27]=1)[C:2]1[CH:3]=[CH:4][CH:5]=[CH:6][CH:7]=1. (3) The product is: [NH2:42][C@H:43]([C:48]([O:50][CH2:64][CH2:63][O:65][CH2:19][C@H:17]1[O:16][N:15]=[C:14]([C:11]2[CH:12]=[CH:13][C:8]([C:7]3[CH:6]=[CH:5][C:4]([N:23]4[CH2:27][C@H:26]([CH2:28][N:29]5[CH:33]=[CH:32][N:31]=[N:30]5)[O:25][C:24]4=[O:34])=[CH:3][C:2]=3[F:1])=[CH:9][N:10]=2)[CH2:18]1)=[O:49])[C@H:44]([CH2:46][CH3:47])[CH3:45]. Given the reactants [F:1][C:2]1[CH:3]=[C:4]([N:23]2[CH2:27][C@@H:26]([CH2:28][N:29]3[CH:33]=[CH:32][N:31]=[N:30]3)[O:25][C:24]2=[O:34])[CH:5]=[CH:6][C:7]=1[C:8]1[CH:9]=[N:10][C:11]([C:14]2[CH2:18][C@H:17]([CH2:19]CCO)[O:16][N:15]=2)=[CH:12][CH:13]=1.C([NH:42][C@H:43]([C:48]([OH:50])=[O:49])[C@H:44]([CH2:46][CH3:47])[CH3:45])(OC(C)(C)C)=O.Cl.CN(C)CCCN=C=NCC.[C:63](OCC)(=[O:65])[CH3:64].O, predict the reaction product. (4) Given the reactants [C:1]([C:5]1[CH:12]=[CH:11][C:8]([CH2:9][NH2:10])=[CH:7][CH:6]=1)([CH3:4])([CH3:3])[CH3:2].[CH:13]1([N:19]=[C:20]=[O:21])[CH2:18][CH2:17][CH2:16][CH2:15][CH2:14]1.[C:22](Cl)(=[O:27])[CH2:23][C:24](Cl)=[O:25], predict the reaction product. The product is: [CH:13]1([N:19]2[C:24](=[O:25])[CH2:23][C:22](=[O:27])[N:10]([CH2:9][C:8]3[CH:7]=[CH:6][C:5]([C:1]([CH3:4])([CH3:2])[CH3:3])=[CH:12][CH:11]=3)[C:20]2=[O:21])[CH2:18][CH2:17][CH2:16][CH2:15][CH2:14]1. (5) Given the reactants [Cl:1][C:2]1[CH:3]=[C:4]2[C:12](=[O:13])[C:11]3[CH:14]=[C:15]([CH:18]([OH:21])CO)[CH:16]=[CH:17][C:10]=3[CH:9]=[CH:8][C:5]2=[N:6][CH:7]=1.I([O-])(=O)(=O)=O.[Na+], predict the reaction product. The product is: [Cl:1][C:2]1[CH:3]=[C:4]2[C:12](=[O:13])[C:11]3[CH:14]=[C:15]([CH:18]=[O:21])[CH:16]=[CH:17][C:10]=3[CH:9]=[CH:8][C:5]2=[N:6][CH:7]=1. (6) Given the reactants [OH:1][C:2]1[CH:3]=[C:4]([CH:7]=[CH:8][CH:9]=1)[CH:5]=[O:6].[CH2:10](Cl)[C:11]1[CH:16]=[CH:15][CH:14]=[CH:13][CH:12]=1.C([O-])([O-])=O.[K+].[K+], predict the reaction product. The product is: [CH2:10]([O:1][C:2]1[CH:3]=[C:4]([CH:7]=[CH:8][CH:9]=1)[CH:5]=[O:6])[C:11]1[CH:16]=[CH:15][CH:14]=[CH:13][CH:12]=1. (7) Given the reactants I[CH:2]([CH3:4])[CH3:3].[C:5]([O:9][C:10]([C:12]1[CH:22]=[C:21]([OH:23])[C:15]2[CH2:16][CH:17]([CH2:19][OH:20])[O:18][C:14]=2[CH:13]=1)=[O:11])([CH3:8])([CH3:7])[CH3:6].C([O-])([O-])=O.[K+].[K+], predict the reaction product. The product is: [C:5]([O:9][C:10]([C:12]1[CH:22]=[C:21]([O:23][CH:2]([CH3:4])[CH3:3])[C:15]2[CH2:16][CH:17]([CH2:19][OH:20])[O:18][C:14]=2[CH:13]=1)=[O:11])([CH3:8])([CH3:6])[CH3:7]. (8) Given the reactants [CH2:1]([N:3]1[C:7]2=[N:8][C:9]([CH2:26][O:27][CH3:28])=[C:10](/[CH:19]=[CH:20]/[C:21]([O:23]CC)=[O:22])[C:11]([C:12]3[CH:13]=[N:14][CH:15]=[C:16]([CH3:18])[CH:17]=3)=[C:6]2[CH:5]=[N:4]1)[CH3:2].[OH-].[Na+].Cl, predict the reaction product. The product is: [CH2:1]([N:3]1[C:7]2=[N:8][C:9]([CH2:26][O:27][CH3:28])=[C:10](/[CH:19]=[CH:20]/[C:21]([OH:23])=[O:22])[C:11]([C:12]3[CH:13]=[N:14][CH:15]=[C:16]([CH3:18])[CH:17]=3)=[C:6]2[CH:5]=[N:4]1)[CH3:2].